Dataset: Reaction yield outcomes from USPTO patents with 853,638 reactions. Task: Predict the reaction yield, written as a fraction of the theoretical maximum amount of product (1.0 means a 100% yield; for example, 0.34 means a 34% yield). (1) The reactants are COC[N:4]1[C:12]2[C:7](=[C:8]([CH3:23])[CH:9]=[CH:10][C:11]=2[N:13]([CH3:22])[S:14]([C:17]2[S:18][CH:19]=[CH:20][CH:21]=2)(=[O:16])=[O:15])[CH:6]=[C:5]1[C:24]([O:26]CC)=[O:25].Cl.O1CCCC1. The catalyst is C(O)C. The product is [CH3:23][C:8]1[CH:9]=[CH:10][C:11]([N:13]([CH3:22])[S:14]([C:17]2[S:18][CH:19]=[CH:20][CH:21]=2)(=[O:15])=[O:16])=[C:12]2[C:7]=1[CH:6]=[C:5]([C:24]([OH:26])=[O:25])[NH:4]2. The yield is 0.990. (2) The reactants are [C:1]([O:5][C:6]([N:8]1[CH2:12][CH2:11][CH2:10][C@H:9]1[C@H:13]([O:19][CH3:20])[C@@H:14]([CH3:18])[C:15]([OH:17])=O)=[O:7])([CH3:4])([CH3:3])[CH3:2].C(N(C(C)C)CC)(C)C.[C:30]1([CH2:36][CH2:37][NH2:38])[CH:35]=[CH:34][CH:33]=[CH:32][CH:31]=1.CN(C(ON1N=NC2C=CC=NC1=2)=[N+](C)C)C.F[P-](F)(F)(F)(F)F. The catalyst is ClCCl.CN(C)C=O. The product is [CH3:20][O:19][C@@H:13]([C@@H:9]1[CH2:10][CH2:11][CH2:12][N:8]1[C:6]([O:5][C:1]([CH3:2])([CH3:3])[CH3:4])=[O:7])[C@@H:14]([CH3:18])[C:15](=[O:17])[NH:38][CH2:37][CH2:36][C:30]1[CH:35]=[CH:34][CH:33]=[CH:32][CH:31]=1. The yield is 0.800. (3) The reactants are [CH2:1]=[C:2]1[C:7](=[O:8])[NH:6][C:5]2[CH:9]=[CH:10][CH:11]=[CH:12][C:4]=2[S:3]1.CCN(CC)CC.Cl.[CH2:21]([O:28][NH2:29])[C:22]1[CH:27]=[CH:26][CH:25]=[CH:24][CH:23]=1. The catalyst is CN(C=O)C. The product is [CH2:21]([O:28][NH:29][CH2:1][CH:2]1[C:7](=[O:8])[NH:6][C:5]2[CH:9]=[CH:10][CH:11]=[CH:12][C:4]=2[S:3]1)[C:22]1[CH:27]=[CH:26][CH:25]=[CH:24][CH:23]=1. The yield is 0.580. (4) The reactants are [CH3:1][C:2]1([CH3:26])[N:8]([C:9]([O:11][C:12]([CH3:15])([CH3:14])[CH3:13])=[O:10])[C@@H:7]([C:16]([O:18]CC2C=CC=CC=2)=[O:17])[CH2:6][CH2:5][CH2:4][O:3]1. The catalyst is CCO.C1COCC1.[Pd]. The product is [C:12]([O:11][C:9]([N:8]1[C@@H:7]([C:16]([OH:18])=[O:17])[CH2:6][CH2:5][CH2:4][O:3][C:2]1([CH3:26])[CH3:1])=[O:10])([CH3:15])([CH3:13])[CH3:14]. The yield is 0.850. (5) The reactants are [O:1]1[CH:5]=[CH:4][CH:3]=[C:2]1[C:6]1[N:10]([C:11]2[CH:16]=[CH:15][C:14]([O:17][CH3:18])=[CH:13][CH:12]=2)[N:9]=[C:8]([C:19]([O:21]C(C)(C)C)=[O:20])[CH:7]=1.FC(F)(F)C(O)=O. The catalyst is ClCCl. The product is [O:1]1[CH:5]=[CH:4][CH:3]=[C:2]1[C:6]1[N:10]([C:11]2[CH:12]=[CH:13][C:14]([O:17][CH3:18])=[CH:15][CH:16]=2)[N:9]=[C:8]([C:19]([OH:21])=[O:20])[CH:7]=1. The yield is 0.960.